Predict the reactants needed to synthesize the given product. From a dataset of Full USPTO retrosynthesis dataset with 1.9M reactions from patents (1976-2016). Given the product [C:12]([C:16]1[CH:21]=[CH:20][C:19]([S:22]([NH:11][C:7]2[CH:6]=[C:5]3[C:10](=[CH:9][CH:8]=2)[N:1]=[CH:2][CH:3]=[CH:4]3)(=[O:24])=[O:23])=[CH:18][CH:17]=1)([CH3:15])([CH3:13])[CH3:14], predict the reactants needed to synthesize it. The reactants are: [N:1]1[C:10]2[C:5](=[CH:6][C:7]([NH2:11])=[CH:8][CH:9]=2)[CH:4]=[CH:3][CH:2]=1.[C:12]([C:16]1[CH:21]=[CH:20][C:19]([S:22](Cl)(=[O:24])=[O:23])=[CH:18][CH:17]=1)([CH3:15])([CH3:14])[CH3:13].